Dataset: Full USPTO retrosynthesis dataset with 1.9M reactions from patents (1976-2016). Task: Predict the reactants needed to synthesize the given product. (1) Given the product [CH3:20][N:21]([C:22]1[CH:27]=[CH:26][CH:25]=[CH:24][CH:23]=1)[C:17]([C:12]1[S:11][C:10]2=[N:9][C:8]([C:5]3[CH:4]=[CH:3][C:2]([F:1])=[CH:7][CH:6]=3)=[CH:15][N:14]2[C:13]=1[CH3:16])=[O:19], predict the reactants needed to synthesize it. The reactants are: [F:1][C:2]1[CH:7]=[CH:6][C:5]([C:8]2[N:9]=[C:10]3[N:14]([CH:15]=2)[C:13]([CH3:16])=[C:12]([C:17]([OH:19])=O)[S:11]3)=[CH:4][CH:3]=1.[CH3:20][NH:21][C:22]1[CH:27]=[CH:26][CH:25]=[CH:24][CH:23]=1.[B-](F)(F)(F)F.CCOC(C(C#N)=NOC(N(C)C)=[N+](C)C)=O.C(N(CC)CC)C. (2) Given the product [C:23]([O:27][C:28]([N:30]1[C@H:37]([CH:38]=[O:39])[CH2:36][C@H:35]2[C@@H:31]1[CH2:32][CH2:33][CH2:34]2)=[O:29])([CH3:26])([CH3:25])[CH3:24], predict the reactants needed to synthesize it. The reactants are: CC(OI1(OC(C)=O)(OC(C)=O)OC(=O)C2C=CC=CC1=2)=O.[C:23]([O:27][C:28]([N:30]1[C@H:37]([CH2:38][OH:39])[CH2:36][C@H:35]2[C@@H:31]1[CH2:32][CH2:33][CH2:34]2)=[O:29])([CH3:26])([CH3:25])[CH3:24].O.[OH-].[Na+]. (3) Given the product [Cl:1][C:2]1[CH:7]=[CH:6][N+:5]([O-:11])=[C:4]([CH3:8])[C:3]=1[O:9][CH3:10], predict the reactants needed to synthesize it. The reactants are: [Cl:1][C:2]1[CH:7]=[CH:6][N:5]=[C:4]([CH3:8])[C:3]=1[O:9][CH3:10].[OH2:11].OO.